Task: Regression/Classification. Given a drug SMILES string, predict its absorption, distribution, metabolism, or excretion properties. Task type varies by dataset: regression for continuous measurements (e.g., permeability, clearance, half-life) or binary classification for categorical outcomes (e.g., BBB penetration, CYP inhibition). For this dataset (solubility_aqsoldb), we predict Y.. Dataset: Aqueous solubility values for 9,982 compounds from the AqSolDB database (1) The drug is COc1ccc(NC(=O)c2cc3ccccc3cc2O)cc1. The Y is -5.26 log mol/L. (2) The compound is CC(C)CCOC(=O)c1ccccc1O. The Y is -3.16 log mol/L. (3) The drug is Nc1nc(N)c2nc(-c3ccccc3)c(N)nc2n1. The Y is -2.40 log mol/L. (4) The compound is CS(C)=O. The Y is 1.11 log mol/L. (5) The molecule is CC(COS)(COS)COC(=O)CCCC(=O)OCC(C)(COS)COS.CCC(COP)(COS)COS. The Y is -5.84 log mol/L. (6) The molecule is CCOC(=O)CC(C)=O. The Y is -0.0730 log mol/L. (7) The compound is Nc1ccc(S(=O)(=O)Nc2cc(Cl)c(Cl)cc2Cl)cc1. The Y is -4.83 log mol/L. (8) The compound is C=CC(=O)O.CC(C)(c1ccc(O)cc1)c1ccc(O)cc1.ClCC1CO1. The Y is -3.68 log mol/L. (9) The drug is NNc1cccc(S(=O)(=O)O)c1. The Y is -0.828 log mol/L. (10) The drug is CCCCOC(=O)c1ccccc1C(=O)OCc1ccccc1. The Y is -5.64 log mol/L.